From a dataset of Reaction yield outcomes from USPTO patents with 853,638 reactions. Predict the reaction yield, written as a fraction of the theoretical maximum amount of product (1.0 means a 100% yield; for example, 0.34 means a 34% yield). (1) The reactants are C([O:8][C:9]1[CH:18]=[C:17]2[C:12]([C:13]([O:19][C:20]3[CH:25]=[CH:24][C:23]([NH:26][C:27](=[O:34])[C:28]4[CH:33]=[CH:32][CH:31]=[CH:30][CH:29]=4)=[CH:22][CH:21]=3)=[CH:14][CH:15]=[N:16]2)=[CH:11][C:10]=1[O:35][CH3:36])C1C=CC=CC=1. The catalyst is C1CCCCC=1.C(O)C.[OH-].[OH-].[Pd+2]. The product is [OH:8][C:9]1[CH:18]=[C:17]2[C:12]([C:13]([O:19][C:20]3[CH:21]=[CH:22][C:23]([NH:26][C:27](=[O:34])[C:28]4[CH:33]=[CH:32][CH:31]=[CH:30][CH:29]=4)=[CH:24][CH:25]=3)=[CH:14][CH:15]=[N:16]2)=[CH:11][C:10]=1[O:35][CH3:36]. The yield is 0.970. (2) The product is [F:21][C:19]1[CH:18]=[CH:17][C:16]([N+:22]([O-:24])=[O:23])=[C:15]([CH:9]([C:7]#[N:8])[C:10]([O:12][CH3:13])=[O:11])[CH:20]=1. The catalyst is C(OCC)(=O)C.CN(C)C=O. The yield is 0.840. The reactants are C(=O)([O-])[O-].[K+].[K+].[C:7]([CH2:9][C:10]([O:12][CH3:13])=[O:11])#[N:8].F[C:15]1[CH:20]=[C:19]([F:21])[CH:18]=[CH:17][C:16]=1[N+:22]([O-:24])=[O:23].Cl. (3) The reactants are [NH2:1][C:2]1[CH:7]=[CH:6][CH:5]=[CH:4][N:3]=1.Br[CH2:9][C:10](=O)[C:11]([O:13][CH2:14][CH3:15])=[O:12]. The catalyst is C1COCC1. The product is [N:1]1[C:10]([C:11]([O:13][CH2:14][CH3:15])=[O:12])=[CH:9][N:3]2[CH:4]=[CH:5][CH:6]=[CH:7][C:2]=12. The yield is 0.600. (4) The reactants are Br[C:2]1[CH:3]=[N:4][C:5]2[C:10]([CH:11]=1)=[CH:9][C:8]([CH2:12][C:13]([O:15][CH3:16])=[O:14])=[CH:7][CH:6]=2.[CH3:17][N:18]1[CH2:23][CH2:22][NH:21][CH2:20][CH2:19]1.C1C=CC(P(C2C(C3C(P(C4C=CC=CC=4)C4C=CC=CC=4)=CC=C4C=3C=CC=C4)=C3C(C=CC=C3)=CC=2)C2C=CC=CC=2)=CC=1.C([O-])([O-])=O.[Cs+].[Cs+]. The catalyst is C1(C)C=CC=CC=1.C1C=CC(/C=C/C(/C=C/C2C=CC=CC=2)=O)=CC=1.C1C=CC(/C=C/C(/C=C/C2C=CC=CC=2)=O)=CC=1.C1C=CC(/C=C/C(/C=C/C2C=CC=CC=2)=O)=CC=1.[Pd].[Pd]. The product is [CH3:17][N:18]1[CH2:23][CH2:22][N:21]([C:2]2[CH:3]=[N:4][C:5]3[C:10]([CH:11]=2)=[CH:9][C:8]([CH2:12][C:13]([O:15][CH3:16])=[O:14])=[CH:7][CH:6]=3)[CH2:20][CH2:19]1. The yield is 0.560. (5) The reactants are [OH:1][C:2]1[CH:28]=[CH:27][C:5]([O:6][CH2:7][CH2:8][C:9]2[CH:10]=[C:11]([CH:24]=[CH:25][CH:26]=2)[O:12][CH2:13][C:14]2[CH:23]=[CH:22][CH:21]=[CH:20][C:15]=2[C:16]([O:18][CH3:19])=[O:17])=[CH:4][CH:3]=1.C(N(CC)CC)C.[CH3:36][S:37](Cl)(=[O:39])=[O:38]. The catalyst is ClCCl. The product is [CH3:36][S:37]([O:1][C:2]1[CH:3]=[CH:4][C:5]([O:6][CH2:7][CH2:8][C:9]2[CH:10]=[C:11]([CH:24]=[CH:25][CH:26]=2)[O:12][CH2:13][C:14]2[CH:23]=[CH:22][CH:21]=[CH:20][C:15]=2[C:16]([O:18][CH3:19])=[O:17])=[CH:27][CH:28]=1)(=[O:39])=[O:38]. The yield is 0.941. (6) The reactants are [Br:1][C:2]1[C:10]2[O:9][CH:8]([CH2:11][OH:12])[CH2:7][C:6]=2[CH:5]=[C:4]([CH3:13])[CH:3]=1.[C:14]1([CH3:24])[CH:19]=[CH:18][C:17]([S:20](Cl)(=[O:22])=[O:21])=[CH:16][CH:15]=1. No catalyst specified. The product is [CH3:24][C:14]1[CH:19]=[CH:18][C:17]([S:20]([O:12][CH2:11][CH:8]2[CH2:7][C:6]3[CH:5]=[C:4]([CH3:13])[CH:3]=[C:2]([Br:1])[C:10]=3[O:9]2)(=[O:22])=[O:21])=[CH:16][CH:15]=1. The yield is 0.840.